Task: Predict the product of the given reaction.. Dataset: Forward reaction prediction with 1.9M reactions from USPTO patents (1976-2016) (1) Given the reactants [CH2:1]([O:8][C:9]([NH:11][C@@H:12]([CH2:17][C:18]1[CH:23]=[CH:22][CH:21]=[CH:20][CH:19]=1)[C:13](=[O:16])[CH2:14][Cl:15])=[O:10])[C:2]1[CH:7]=[CH:6][CH:5]=[CH:4][CH:3]=1.C(O)=O.C(N(CC)CC)C, predict the reaction product. The product is: [CH2:1]([O:8][C:9]([NH:11][C@@H:12]([CH2:17][C:18]1[CH:19]=[CH:20][CH:21]=[CH:22][CH:23]=1)[C@@H:13]([OH:16])[CH2:14][Cl:15])=[O:10])[C:2]1[CH:3]=[CH:4][CH:5]=[CH:6][CH:7]=1. (2) Given the reactants O[C:2]1[C:3]2[C:4](=[C:8]([C:12]([O:14][CH2:15][CH3:16])=[O:13])[S:9][C:10]=2[CH3:11])[N:5]=[CH:6][N:7]=1.N1C(C)=CC=CC=1C.C(#N)C.P(Cl)(Cl)(Cl)=O.C(N(CC)C(C)C)(C)C.[CH3:42][O:43][C:44]1[CH:51]=[C:50]([O:52][CH3:53])[CH:49]=[CH:48][C:45]=1[CH2:46][NH2:47], predict the reaction product. The product is: [CH3:42][O:43][C:44]1[CH:51]=[C:50]([O:52][CH3:53])[CH:49]=[CH:48][C:45]=1[CH2:46][NH:47][C:2]1[C:3]2[C:4](=[C:8]([C:12]([O:14][CH2:15][CH3:16])=[O:13])[S:9][C:10]=2[CH3:11])[N:5]=[CH:6][N:7]=1.